From a dataset of Reaction yield outcomes from USPTO patents with 853,638 reactions. Predict the reaction yield, written as a fraction of the theoretical maximum amount of product (1.0 means a 100% yield; for example, 0.34 means a 34% yield). (1) The reactants are [C:1]([C:3]1[CH:11]=[CH:10][CH:9]=[C:8]2[C:4]=1[CH2:5][CH2:6][C@H:7]2[NH:12][C:13](=[O:19])[O:14][C:15]([CH3:18])([CH3:17])[CH3:16])#[N:2].Cl.[NH2:21][OH:22]. The catalyst is CCO. The product is [OH:22][NH:21][C:1]([C:3]1[CH:11]=[CH:10][CH:9]=[C:8]2[C:4]=1[CH2:5][CH2:6][C@H:7]2[NH:12][C:13](=[O:19])[O:14][C:15]([CH3:17])([CH3:16])[CH3:18])=[NH:2]. The yield is 0.850. (2) The reactants are S(=O)(=O)(O)[OH:2].[F:6][C:7]([F:22])([F:21])[C:8]1[CH:13]=[CH:12][C:11]([NH:14][C@H:15]([CH2:19][CH3:20])[CH2:16][C:17]#[N:18])=[CH:10][CH:9]=1. The catalyst is C1(C)C=CC=CC=1. The product is [F:6][C:7]([F:21])([F:22])[C:8]1[CH:9]=[CH:10][C:11]([NH:14][C@H:15]([CH2:19][CH3:20])[CH2:16][C:17]([NH2:18])=[O:2])=[CH:12][CH:13]=1. The yield is 0.750. (3) The reactants are C([O:3][C:4](=O)[CH2:5][N:6]1[C:14]2[CH:13]=[C:12]3[NH:15][C:16]([C:18]4[C:26]5[C:21](=[CH:22][CH:23]=[CH:24][CH:25]=5)[NH:20][N:19]=4)=[N:17][C:11]3=[CH:10][C:9]=2[C:8]([CH3:28])([CH3:27])[C:7]1=[O:29])C.[NH2:31][OH:32].[OH-].[K+]. No catalyst specified. The product is [OH:32][NH:31][C:4](=[O:3])[CH2:5][N:6]1[C:14]2[CH:13]=[C:12]3[NH:15][C:16]([C:18]4[C:26]5[C:21](=[CH:22][CH:23]=[CH:24][CH:25]=5)[NH:20][N:19]=4)=[N:17][C:11]3=[CH:10][C:9]=2[C:8]([CH3:28])([CH3:27])[C:7]1=[O:29]. The yield is 0.540. (4) The reactants are [NH2:1][C:2]1[CH:3]=[C:4]([CH:25]=[CH:26][CH:27]=1)[O:5][C:6]1[CH:14]=[C:13]([F:15])[CH:12]=[C:11]([NH:16][C:17]2[CH:22]=[CH:21][C:20]([I:23])=[CH:19][C:18]=2[F:24])[C:7]=1[C:8]([NH2:10])=[O:9].C(N(C(C)C)C(C)C)C.[C:37](Cl)(=[O:39])[CH3:38]. The catalyst is C(Cl)Cl. The product is [C:37]([NH:1][C:2]1[CH:3]=[C:4]([CH:25]=[CH:26][CH:27]=1)[O:5][C:6]1[CH:14]=[C:13]([F:15])[CH:12]=[C:11]([NH:16][C:17]2[CH:22]=[CH:21][C:20]([I:23])=[CH:19][C:18]=2[F:24])[C:7]=1[C:8]([NH2:10])=[O:9])(=[O:39])[CH3:38]. The yield is 0.620. (5) The reactants are [C:1]1([CH2:11][N:12]2[C:16]3[CH:17]=[CH:18][CH:19]=[CH:20][C:15]=3[N:14]=[C:13]2[S:21][CH2:22][CH2:23][CH2:24][C:25]([O:27]CC)=[O:26])[C:10]2[C:5](=[CH:6][CH:7]=[CH:8][CH:9]=2)[CH:4]=[CH:3][CH:2]=1.[OH-].[Li+].C(O)(=O)CC(CC(O)=O)(C(O)=O)O. The catalyst is C1COCC1.CO. The product is [C:1]1([CH2:11][N:12]2[C:16]3[CH:17]=[CH:18][CH:19]=[CH:20][C:15]=3[N:14]=[C:13]2[S:21][CH2:22][CH2:23][CH2:24][C:25]([OH:27])=[O:26])[C:10]2[C:5](=[CH:6][CH:7]=[CH:8][CH:9]=2)[CH:4]=[CH:3][CH:2]=1. The yield is 0.950. (6) The reactants are [CH3:1][O:2][C:3]([C:5]1[S:9][C:8]2[C:10](Br)=[CH:11][S:12][C:7]=2[C:6]=1[O:14][CH2:15][C:16]([O:18][CH2:19][CH3:20])=[O:17])=[O:4].[NH2:21][C:22]1[CH:23]=[C:24](B(O)O)[CH:25]=[CH:26][CH:27]=1.[F-].[K+]. The catalyst is C1C=CC([P]([Pd]([P](C2C=CC=CC=2)(C2C=CC=CC=2)C2C=CC=CC=2)([P](C2C=CC=CC=2)(C2C=CC=CC=2)C2C=CC=CC=2)[P](C2C=CC=CC=2)(C2C=CC=CC=2)C2C=CC=CC=2)(C2C=CC=CC=2)C2C=CC=CC=2)=CC=1. The product is [CH3:1][O:2][C:3]([C:5]1[S:9][C:8]2[C:10]([C:26]3[CH:25]=[CH:24][CH:23]=[C:22]([NH2:21])[CH:27]=3)=[CH:11][S:12][C:7]=2[C:6]=1[O:14][CH2:15][C:16]([O:18][CH2:19][CH3:20])=[O:17])=[O:4]. The yield is 0.540.